This data is from Forward reaction prediction with 1.9M reactions from USPTO patents (1976-2016). The task is: Predict the product of the given reaction. (1) Given the reactants [Cl:1][C:2]1[CH:3]=[C:4]([C:14]([O:16]C)=[O:15])[C:5]2[O:10][CH2:9][CH2:8][O:7][C:6]=2[C:11]=1[O:12][CH3:13], predict the reaction product. The product is: [Cl:1][C:2]1[CH:3]=[C:4]([C:14]([OH:16])=[O:15])[C:5]2[O:10][CH2:9][CH2:8][O:7][C:6]=2[C:11]=1[O:12][CH3:13]. (2) Given the reactants [Br:1][C:2]1[C:3]([NH2:9])=[N:4][CH:5]=[C:6]([Cl:8])[CH:7]=1.Cl[CH2:11][CH:12]=O, predict the reaction product. The product is: [Cl:8][C:6]1[CH:7]=[C:2]([Br:1])[C:3]2[N:4]([CH:11]=[CH:12][N:9]=2)[CH:5]=1. (3) Given the reactants [Cl:1][C:2]1[CH:27]=[CH:26][C:5]([CH2:6][N:7]2[C:15]3[C:10](=[CH:11][C:12]([CH:16]=[C:17]4[S:21][C:20](SCC)=[N:19][C:18]4=[O:25])=[CH:13][CH:14]=3)[CH:9]=[N:8]2)=[C:4]([C:28]([F:31])([F:30])[F:29])[CH:3]=1.[CH3:32][C@H:33]1[CH2:38][NH:37][C@@H:36]([CH3:39])[CH2:35][NH:34]1, predict the reaction product. The product is: [Cl:1][C:2]1[CH:27]=[CH:26][C:5]([CH2:6][N:7]2[C:15]3[C:10](=[CH:11][C:12]([CH:16]=[C:17]4[S:21][C:20]([N:34]5[CH2:35][CH:36]([CH3:39])[NH:37][CH2:38][CH:33]5[CH3:32])=[N:19][C:18]4=[O:25])=[CH:13][CH:14]=3)[CH:9]=[N:8]2)=[C:4]([C:28]([F:31])([F:29])[F:30])[CH:3]=1. (4) Given the reactants [N:1]([C:4]([CH3:7])([CH3:6])[CH3:5])=[C:2]=[S:3].[NH2:8][C@H:9]([C:30]1[CH:35]=[CH:34][CH:33]=[CH:32][CH:31]=1)[CH2:10][CH2:11][N:12]1[CH2:17][CH2:16][CH:15]([C:18]2[CH:19]=[C:20]([NH:24][C:25](=[O:29])[CH:26]([CH3:28])[CH3:27])[CH:21]=[CH:22][CH:23]=2)[CH2:14][CH2:13]1, predict the reaction product. The product is: [C:4]([NH:1][C:2]([NH:8][C@H:9]([C:30]1[CH:31]=[CH:32][CH:33]=[CH:34][CH:35]=1)[CH2:10][CH2:11][N:12]1[CH2:17][CH2:16][CH:15]([C:18]2[CH:19]=[C:20]([NH:24][C:25](=[O:29])[CH:26]([CH3:28])[CH3:27])[CH:21]=[CH:22][CH:23]=2)[CH2:14][CH2:13]1)=[S:3])([CH3:7])([CH3:6])[CH3:5]. (5) Given the reactants [N+:1]([C:4]1[CH:9]=[CH:8][C:7]([CH2:10][CH2:11][NH2:12])=[CH:6][CH:5]=1)([O-:3])=[O:2].[CH:13](=O)[C:14]1[CH:19]=[CH:18][CH:17]=[CH:16][CH:15]=1.[BH-](OC(C)=O)(OC(C)=O)OC(C)=O.[Na+].C([O-])(O)=O.[Na+].[CH3:40][C:41]([O:44][C:45](O[C:45]([O:44][C:41]([CH3:43])([CH3:42])[CH3:40])=[O:46])=[O:46])([CH3:43])[CH3:42], predict the reaction product. The product is: [C:41]([O:44][C:45](=[O:46])[N:12]([CH2:13][C:14]1[CH:19]=[CH:18][CH:17]=[CH:16][CH:15]=1)[CH2:11][CH2:10][C:7]1[CH:6]=[CH:5][C:4]([N+:1]([O-:3])=[O:2])=[CH:9][CH:8]=1)([CH3:43])([CH3:42])[CH3:40]. (6) Given the reactants C[CH:2]([CH3:9])[CH2:3][CH2:4][CH2:5][C:6](=[O:8])[CH3:7].[CH3:10]C(CC=O)C, predict the reaction product. The product is: [CH3:10][CH2:7][C:6](=[O:8])[CH2:5][CH2:4][CH2:3][CH2:2][CH3:9]. (7) The product is: [C:1]([O:5][C:6]([N:8]([CH3:18])[C@H:9]([C:15]([NH:26][CH2:25][C:22]1[CH:21]=[C:20]([CH3:19])[O:24][N:23]=1)=[O:17])[C:10](=[O:14])[O:11][CH2:12][CH3:13])=[O:7])([CH3:2])([CH3:3])[CH3:4]. Given the reactants [C:1]([O:5][C:6]([N:8]([CH3:18])[C@H:9]([C:15]([OH:17])=O)[C:10](=[O:14])[O:11][CH2:12][CH3:13])=[O:7])([CH3:4])([CH3:3])[CH3:2].[CH3:19][C:20]1[O:24][N:23]=[C:22]([CH2:25][NH2:26])[CH:21]=1.CCN=C=NCCCN(C)C.Cl.C1C=CC2N(O)N=NC=2C=1.C(=O)([O-])O.[Na+], predict the reaction product. (8) Given the reactants [F:1][C:2]1[CH:3]=[C:4]([C@H:12]2[O:16][C:15](=[O:17])[NH:14][C@H:13]2[CH3:18])[CH:5]=[C:6]([C:8]([F:11])([F:10])[F:9])[CH:7]=1.[H-].[Na+].[Br:21][C:22]1[C:23]([CH2:29]Br)=[N:24][C:25]([Cl:28])=[CH:26][CH:27]=1, predict the reaction product. The product is: [Br:21][C:22]1[C:23]([CH2:29][N:14]2[C@@H:13]([CH3:18])[C@@H:12]([C:4]3[CH:5]=[C:6]([C:8]([F:9])([F:11])[F:10])[CH:7]=[C:2]([F:1])[CH:3]=3)[O:16][C:15]2=[O:17])=[N:24][C:25]([Cl:28])=[CH:26][CH:27]=1. (9) Given the reactants Cl.[F:2][C:3]([F:36])([F:35])[C:4]1[CH:5]=[C:6]([C@H:14]([O:16][C@H:17]2[CH2:22][CH2:21][N:20]([C:23](=[O:28])[CH2:24][CH2:25][CH2:26][NH2:27])[CH2:19][C@H:18]2[C:29]2[CH:34]=[CH:33][CH:32]=[CH:31][CH:30]=2)[CH3:15])[CH:7]=[C:8]([C:10]([F:13])([F:12])[F:11])[CH:9]=1.[C:37](Cl)(=[O:40])[CH2:38][CH3:39], predict the reaction product. The product is: [F:36][C:3]([F:2])([F:35])[C:4]1[CH:5]=[C:6]([C@H:14]([O:16][C@H:17]2[CH2:22][CH2:21][N:20]([C:23](=[O:28])[CH2:24][CH2:25][CH2:26][NH:27][C:37](=[O:40])[CH2:38][CH3:39])[CH2:19][C@H:18]2[C:29]2[CH:30]=[CH:31][CH:32]=[CH:33][CH:34]=2)[CH3:15])[CH:7]=[C:8]([C:10]([F:11])([F:12])[F:13])[CH:9]=1.